From a dataset of Catalyst prediction with 721,799 reactions and 888 catalyst types from USPTO. Predict which catalyst facilitates the given reaction. Reactant: Br[CH2:2][CH2:3][CH2:4][CH2:5][CH2:6][CH2:7][CH2:8][CH2:9][CH2:10][OH:11].[C:12]1([C:18]2[S:19][CH:20]=[C:21]([C:23]([N:25]3[CH2:30][C:29]4([CH2:35][CH2:34][NH:33][CH2:32][CH2:31]4)[O:28][CH2:27][CH2:26]3)=[O:24])[N:22]=2)[CH:17]=[CH:16][CH:15]=[CH:14][CH:13]=1.C(N(CC)CC)C. Product: [OH:11][CH2:10][CH2:9][CH2:8][CH2:7][CH2:6][CH2:5][CH2:4][CH2:3][CH2:2][N:33]1[CH2:34][CH2:35][C:29]2([O:28][CH2:27][CH2:26][N:25]([C:23]([C:21]3[N:22]=[C:18]([C:12]4[CH:13]=[CH:14][CH:15]=[CH:16][CH:17]=4)[S:19][CH:20]=3)=[O:24])[CH2:30]2)[CH2:31][CH2:32]1. The catalyst class is: 23.